From a dataset of Reaction yield outcomes from USPTO patents with 853,638 reactions. Predict the reaction yield, written as a fraction of the theoretical maximum amount of product (1.0 means a 100% yield; for example, 0.34 means a 34% yield). (1) The reactants are [Cl:1][C:2]1[CH:7]=[CH:6][C:5]([CH:8]=[CH:9][C:10]2[CH:15]=[CH:14][C:13]([N+:16]([O-])=O)=[CH:12][CH:11]=2)=[CH:4][C:3]=1[Cl:19]. The catalyst is O1CCCC1.[Ni]. The product is [Cl:19][C:3]1[CH:4]=[C:5]([CH2:8][CH2:9][C:10]2[CH:11]=[CH:12][C:13]([NH2:16])=[CH:14][CH:15]=2)[CH:6]=[CH:7][C:2]=1[Cl:1]. The yield is 0.958. (2) The reactants are [Cl:1][C:2]1[CH:7]=[CH:6][CH:5]=[C:4]([Cl:8])[C:3]=1[CH2:9][S:10]([C:13]1[CH:14]=[C:15]2[C:19](=[CH:20][CH:21]=1)[NH:18][C:17](=[O:22])/[C:16]/2=[CH:23]\[C:24]1[NH:28][C:27]([CH3:29])=[C:26]([CH2:30][C:31]([OH:33])=O)[C:25]=1[CH3:34])(=[O:12])=[O:11].[F:35][C:36]([F:43])([F:42])[CH2:37][NH:38][CH2:39][CH2:40][NH2:41].C1C=CC2N(O)N=NC=2C=1.CCN=C=NCCCN(C)C. The catalyst is CN(C=O)C. The product is [Cl:1][C:2]1[CH:7]=[CH:6][CH:5]=[C:4]([Cl:8])[C:3]=1[CH2:9][S:10]([C:13]1[CH:14]=[C:15]2[C:19](=[CH:20][CH:21]=1)[NH:18][C:17](=[O:22])/[C:16]/2=[CH:23]\[C:24]1[NH:28][C:27]([CH3:29])=[C:26]([CH2:30][C:31]([NH:41][CH2:40][CH2:39][NH:38][CH2:37][C:36]([F:43])([F:42])[F:35])=[O:33])[C:25]=1[CH3:34])(=[O:11])=[O:12]. The yield is 0.720. (3) The reactants are Br[C:2]1[CH:7]=[CH:6][C:5]([C:8]2[N:9]([CH2:19][C@@H:20]3[CH2:24][CH2:23][N:22]([C:25]([CH:27]4[CH2:29][CH2:28]4)=[O:26])[CH2:21]3)[C:10](=[O:18])[C:11]3[CH:16]=[N:15][N:14]([CH3:17])[C:12]=3[N:13]=2)=[C:4]([F:30])[CH:3]=1.CC1(C)C(C)(C)OB([C:39]2[CH:40]=[CH:41][C:42]3[O:46][CH:45]=[CH:44][C:43]=3[CH:47]=2)O1.C([O-])([O-])=O.[K+].[K+]. The catalyst is O1CCOCC1.C1C=CC(P(C2C=CC=CC=2)[C-]2C=CC=C2)=CC=1.C1C=CC(P(C2C=CC=CC=2)[C-]2C=CC=C2)=CC=1.Cl[Pd]Cl.[Fe+2].C(Cl)Cl. The product is [O:46]1[C:42]2[CH:41]=[CH:40][C:39]([C:2]3[CH:7]=[CH:6][C:5]([C:8]4[N:9]([CH2:19][C@@H:20]5[CH2:24][CH2:23][N:22]([C:25]([CH:27]6[CH2:29][CH2:28]6)=[O:26])[CH2:21]5)[C:10](=[O:18])[C:11]5[CH:16]=[N:15][N:14]([CH3:17])[C:12]=5[N:13]=4)=[C:4]([F:30])[CH:3]=3)=[CH:47][C:43]=2[CH:44]=[CH:45]1. The yield is 0.320. (4) The reactants are C[O:2][C:3]1[CH:20]=[C:19]([C:21]([OH:23])=O)[CH:18]=[C:17]2[C:4]=1[C@H:5]1[C@H:14]([CH2:15][S:16]2(=[O:25])=[O:24])[C@:13]2([CH3:26])[C@H:8]([C:9]([CH3:28])([CH3:27])[CH2:10][CH2:11][CH2:12]2)[CH2:7][CH2:6]1.CN([C:32]([O:36][N:37]1N=NC2C=CC=NC1=2)=[N+](C)C)C.F[P-](F)(F)(F)(F)F.[CH3:53]N1CCOCC1.Cl.CON. The catalyst is C1COCC1.CN(C=O)C. The product is [OH:2][C:3]1[CH:20]=[C:19]([C:21]([NH:37][O:36][CH3:32])=[O:23])[CH:18]=[C:17]2[C:4]=1[C@@:5]1([CH3:53])[C@H:14]([CH2:15][S:16]2(=[O:25])=[O:24])[C@:13]2([CH3:26])[C@H:8]([C:9]([CH3:27])([CH3:28])[CH2:10][CH2:11][CH2:12]2)[CH2:7][CH2:6]1. The yield is 0.280. (5) The reactants are [Cl:1][C:2]1[C:3]([O:9][C:10]2[CH:15]=[C:14]([O:16][CH2:17][CH2:18][O:19][CH3:20])[CH:13]=[CH:12][C:11]=2[CH2:21][CH2:22][CH2:23][OH:24])=[N:4][CH:5]=[C:6]([Cl:8])[CH:7]=1.Cl[S:26]([N:29]=[C:30]=[O:31])(=[O:28])=[O:27].[N:32]1C=CC=CC=1.N. The catalyst is C1(C)C=CC=CC=1.O. The product is [NH2:32][S:26]([NH:29][C:30](=[O:31])[O:24][CH2:23][CH2:22][CH2:21][C:11]1[CH:12]=[CH:13][C:14]([O:16][CH2:17][CH2:18][O:19][CH3:20])=[CH:15][C:10]=1[O:9][C:3]1[C:2]([Cl:1])=[CH:7][C:6]([Cl:8])=[CH:5][N:4]=1)(=[O:28])=[O:27]. The yield is 0.580. (6) The reactants are C(OC([CH:6]1[CH2:11][CH:10]([CH3:12])[CH2:9][NH:8][C:7]1=[O:13])=O)C.[OH-].[K+].[CH2:16]([O:18][C:19](=[O:27])[C:20]1[CH:25]=[CH:24][C:23]([NH2:26])=[CH:22][CH:21]=1)[CH3:17].Cl.[N:29]([O-])=O.[Na+].C(=O)(O)[O-].[Na+]. The catalyst is O. The product is [CH2:16]([O:18][C:19](=[O:27])[C:20]1[CH:25]=[CH:24][C:23]([NH:26][N:29]=[C:6]2[CH2:11][CH:10]([CH3:12])[CH2:9][NH:8][C:7]2=[O:13])=[CH:22][CH:21]=1)[CH3:17]. The yield is 0.860. (7) The reactants are [H-].[Li+].[O:3]=[C:4]1[C:9]([C:10]([OH:12])=[O:11])=[CH:8][CH:7]=[CH:6][NH:5]1.[Br-].[Li+].Cl[C:16]([F:21])([F:20])C([O-])=O.[Na+]. The catalyst is CN1C(=O)CCC1. The product is [F:20][CH:16]([F:21])[N:5]1[CH:6]=[CH:7][CH:8]=[C:9]([C:10]([OH:12])=[O:11])[C:4]1=[O:3]. The yield is 0.620.